The task is: Regression. Given two drug SMILES strings and cell line genomic features, predict the synergy score measuring deviation from expected non-interaction effect.. This data is from NCI-60 drug combinations with 297,098 pairs across 59 cell lines. (1) Drug 1: COC1=CC(=CC(=C1O)OC)C2C3C(COC3=O)C(C4=CC5=C(C=C24)OCO5)OC6C(C(C7C(O6)COC(O7)C8=CC=CS8)O)O. Drug 2: CC1CCCC2(C(O2)CC(NC(=O)CC(C(C(=O)C(C1O)C)(C)C)O)C(=CC3=CSC(=N3)C)C)C. Cell line: PC-3. Synergy scores: CSS=15.8, Synergy_ZIP=-3.62, Synergy_Bliss=-1.20, Synergy_Loewe=-0.931, Synergy_HSA=-1.20. (2) Drug 1: CCN(CC)CCNC(=O)C1=C(NC(=C1C)C=C2C3=C(C=CC(=C3)F)NC2=O)C. Drug 2: COC1=C2C(=CC3=C1OC=C3)C=CC(=O)O2. Cell line: HCT-15. Synergy scores: CSS=8.27, Synergy_ZIP=2.45, Synergy_Bliss=6.10, Synergy_Loewe=-5.35, Synergy_HSA=-3.22. (3) Drug 1: CN1C(=O)N2C=NC(=C2N=N1)C(=O)N. Drug 2: C1=NC(=NC(=O)N1C2C(C(C(O2)CO)O)O)N. Cell line: 786-0. Synergy scores: CSS=9.58, Synergy_ZIP=-4.95, Synergy_Bliss=1.59, Synergy_Loewe=-22.3, Synergy_HSA=-2.86. (4) Drug 1: CC(C)(C#N)C1=CC(=CC(=C1)CN2C=NC=N2)C(C)(C)C#N. Drug 2: B(C(CC(C)C)NC(=O)C(CC1=CC=CC=C1)NC(=O)C2=NC=CN=C2)(O)O. Cell line: U251. Synergy scores: CSS=9.67, Synergy_ZIP=0.445, Synergy_Bliss=-1.33, Synergy_Loewe=-21.9, Synergy_HSA=-2.19. (5) Drug 1: CS(=O)(=O)C1=CC(=C(C=C1)C(=O)NC2=CC(=C(C=C2)Cl)C3=CC=CC=N3)Cl. Drug 2: CC1C(C(=O)NC(C(=O)N2CCCC2C(=O)N(CC(=O)N(C(C(=O)O1)C(C)C)C)C)C(C)C)NC(=O)C3=C4C(=C(C=C3)C)OC5=C(C(=O)C(=C(C5=N4)C(=O)NC6C(OC(=O)C(N(C(=O)CN(C(=O)C7CCCN7C(=O)C(NC6=O)C(C)C)C)C)C(C)C)C)N)C. Cell line: RPMI-8226. Synergy scores: CSS=6.08, Synergy_ZIP=42.5, Synergy_Bliss=36.4, Synergy_Loewe=28.6, Synergy_HSA=29.0. (6) Drug 1: C1=CC(=C2C(=C1NCCNCCO)C(=O)C3=C(C=CC(=C3C2=O)O)O)NCCNCCO. Drug 2: CCC1(C2=C(COC1=O)C(=O)N3CC4=CC5=C(C=CC(=C5CN(C)C)O)N=C4C3=C2)O.Cl. Cell line: SK-OV-3. Synergy scores: CSS=52.1, Synergy_ZIP=-5.59, Synergy_Bliss=-2.62, Synergy_Loewe=-2.20, Synergy_HSA=0.262. (7) Drug 1: CCC1(CC2CC(C3=C(CCN(C2)C1)C4=CC=CC=C4N3)(C5=C(C=C6C(=C5)C78CCN9C7C(C=CC9)(C(C(C8N6C)(C(=O)OC)O)OC(=O)C)CC)OC)C(=O)OC)O.OS(=O)(=O)O. Drug 2: CCCCC(=O)OCC(=O)C1(CC(C2=C(C1)C(=C3C(=C2O)C(=O)C4=C(C3=O)C=CC=C4OC)O)OC5CC(C(C(O5)C)O)NC(=O)C(F)(F)F)O. Cell line: PC-3. Synergy scores: CSS=45.6, Synergy_ZIP=10.7, Synergy_Bliss=6.52, Synergy_Loewe=4.76, Synergy_HSA=4.47. (8) Drug 1: C1=CC(=CC=C1CCC2=CNC3=C2C(=O)NC(=N3)N)C(=O)NC(CCC(=O)O)C(=O)O. Drug 2: C1=CC=C(C=C1)NC(=O)CCCCCCC(=O)NO. Cell line: SK-MEL-28. Synergy scores: CSS=22.8, Synergy_ZIP=-5.22, Synergy_Bliss=0.260, Synergy_Loewe=1.23, Synergy_HSA=1.54. (9) Drug 1: C1=NC2=C(N=C(N=C2N1C3C(C(C(O3)CO)O)F)Cl)N. Drug 2: CC1=C(C(=CC=C1)Cl)NC(=O)C2=CN=C(S2)NC3=CC(=NC(=N3)C)N4CCN(CC4)CCO. Cell line: HCC-2998. Synergy scores: CSS=11.8, Synergy_ZIP=-2.77, Synergy_Bliss=-3.80, Synergy_Loewe=-13.1, Synergy_HSA=-3.30.